This data is from Reaction yield outcomes from USPTO patents with 853,638 reactions. The task is: Predict the reaction yield, written as a fraction of the theoretical maximum amount of product (1.0 means a 100% yield; for example, 0.34 means a 34% yield). (1) The reactants are [NH2:1][CH2:2][CH2:3][CH2:4][CH2:5][CH:6]1[CH2:9][N:8]([C:10]([C:12]2[CH:17]=[CH:16][CH:15]=[CH:14][CH:13]=2)=[O:11])[CH2:7]1.[NH:18]1[C:26]2[CH:25]=[CH:24][N:23]=[CH:22][C:21]=2[CH:20]=[C:19]1[C:27](O)=[O:28].CN(C(ON1N=NC2C=CC=NC1=2)=[N+](C)C)C.F[P-](F)(F)(F)(F)F.CCN(C(C)C)C(C)C. The catalyst is CN(C=O)C. The product is [C:10]([N:8]1[CH2:9][CH:6]([CH2:5][CH2:4][CH2:3][CH2:2][NH:1][C:27]([C:19]2[NH:18][C:26]3[CH:25]=[CH:24][N:23]=[CH:22][C:21]=3[CH:20]=2)=[O:28])[CH2:7]1)(=[O:11])[C:12]1[CH:13]=[CH:14][CH:15]=[CH:16][CH:17]=1. The yield is 0.620. (2) The catalyst is C(#N)C. The reactants are BrC[C:3]1[CH:4]=[C:5]([C:9]2[CH:14]=[CH:13][CH:12]=[CH:11][CH:10]=2)[CH:6]=[CH:7][CH:8]=1.[CH3:15]CN(P1(N(C)CCCN1C)=NC(C)(C)C)CC.[CH3:33][C:34]1([CH3:56])[CH2:43][CH2:42][C:41]2[C:36](=[CH:37][CH:38]=[C:39]([S:44]([NH:47][CH2:48][C:49]([O:51]C(C)(C)C)=[O:50])(=[O:46])=[O:45])[CH:40]=2)[O:35]1. The product is [C:9]1([C:5]2[CH:4]=[CH:3][CH:8]=[CH:7][CH:6]=2)[CH:10]=[CH:11][CH:12]=[CH:13][C:14]=1[CH2:15][N:47]([CH2:48][C:49]([OH:51])=[O:50])[S:44]([C:39]1[CH:40]=[C:41]2[C:36](=[CH:37][CH:38]=1)[O:35][C:34]([CH3:56])([CH3:33])[CH2:43][CH2:42]2)(=[O:46])=[O:45]. The yield is 0.660. (3) The reactants are [N+:1]([C:4]1[CH:12]=[CH:11][C:7]([C:8](Cl)=O)=[CH:6][CH:5]=1)([O-:3])=[O:2].[NH2:13][C:14]1[CH:19]=[CH:18][CH:17]=[CH:16][C:15]=1[SH:20]. The catalyst is C1C=CC=CC=1. The product is [N+:1]([C:4]1[CH:12]=[CH:11][C:7]([C:8]2[S:20][C:15]3[CH:16]=[CH:17][CH:18]=[CH:19][C:14]=3[N:13]=2)=[CH:6][CH:5]=1)([O-:3])=[O:2]. The yield is 0.732.